From a dataset of NCI-60 drug combinations with 297,098 pairs across 59 cell lines. Regression. Given two drug SMILES strings and cell line genomic features, predict the synergy score measuring deviation from expected non-interaction effect. (1) Drug 1: C1=C(C(=O)NC(=O)N1)N(CCCl)CCCl. Drug 2: CN(C)C1=NC(=NC(=N1)N(C)C)N(C)C. Cell line: HL-60(TB). Synergy scores: CSS=68.6, Synergy_ZIP=7.68, Synergy_Bliss=1.66, Synergy_Loewe=-28.1, Synergy_HSA=-0.294. (2) Drug 1: CCC1=C2CN3C(=CC4=C(C3=O)COC(=O)C4(CC)O)C2=NC5=C1C=C(C=C5)O. Drug 2: CC12CCC3C(C1CCC2OP(=O)(O)O)CCC4=C3C=CC(=C4)OC(=O)N(CCCl)CCCl.[Na+]. Cell line: NCI-H460. Synergy scores: CSS=72.3, Synergy_ZIP=2.33, Synergy_Bliss=2.34, Synergy_Loewe=-31.0, Synergy_HSA=3.92. (3) Drug 1: CC1C(C(CC(O1)OC2CC(OC(C2O)C)OC3=CC4=CC5=C(C(=O)C(C(C5)C(C(=O)C(C(C)O)O)OC)OC6CC(C(C(O6)C)O)OC7CC(C(C(O7)C)O)OC8CC(C(C(O8)C)O)(C)O)C(=C4C(=C3C)O)O)O)O. Drug 2: CS(=O)(=O)OCCCCOS(=O)(=O)C. Cell line: NCI-H226. Synergy scores: CSS=8.15, Synergy_ZIP=2.08, Synergy_Bliss=1.91, Synergy_Loewe=-40.6, Synergy_HSA=-0.718. (4) Drug 1: CC(CN1CC(=O)NC(=O)C1)N2CC(=O)NC(=O)C2. Drug 2: CCC(=C(C1=CC=CC=C1)C2=CC=C(C=C2)OCCN(C)C)C3=CC=CC=C3.C(C(=O)O)C(CC(=O)O)(C(=O)O)O. Cell line: MALME-3M. Synergy scores: CSS=10.6, Synergy_ZIP=-2.29, Synergy_Bliss=1.74, Synergy_Loewe=0.0499, Synergy_HSA=0.179.